Dataset: Reaction yield outcomes from USPTO patents with 853,638 reactions. Task: Predict the reaction yield, written as a fraction of the theoretical maximum amount of product (1.0 means a 100% yield; for example, 0.34 means a 34% yield). (1) The reactants are F[C:2]1[CH:9]=[C:8]([F:10])[CH:7]=[C:6]([F:11])[C:3]=1[C:4]#[N:5].[F:12][C:13]1[CH:18]=[C:17]([I:19])[CH:16]=[CH:15][C:14]=1[NH2:20].CC(C)([O-])C.[K+]. The catalyst is C1COCC1. The product is [F:11][C:6]1[CH:7]=[C:8]([F:10])[CH:9]=[C:2]([NH:20][C:14]2[CH:15]=[CH:16][C:17]([I:19])=[CH:18][C:13]=2[F:12])[C:3]=1[C:4]#[N:5]. The yield is 0.271. (2) The reactants are F[C:2]1[CH:3]=[CH:4][C:5]([N+:10]([O-:12])=[O:11])=[C:6]([CH:9]=1)[NH:7][CH3:8].[CH3:13][C:14]1[N:19]=[C:18]([OH:20])[CH:17]=[C:16]([OH:21])[CH:15]=1.C(=O)([O-])[O-].[K+].[K+]. The catalyst is CN(C=O)C. The product is [CH3:13][C:14]1[N:19]=[C:18]([OH:20])[CH:17]=[C:16]([O:21][C:2]2[CH:3]=[CH:4][C:5]([N+:10]([O-:12])=[O:11])=[C:6]([NH:7][CH3:8])[CH:9]=2)[CH:15]=1. The yield is 0.890. (3) The reactants are CN(C)/[C:3](/[C:11]1[CH:16]=[CH:15][CH:14]=[CH:13][C:12]=1[O:17][CH2:18][C:19]1[CH:24]=[CH:23][C:22]([O:25][CH3:26])=[CH:21][CH:20]=1)=[CH:4]\[CH:5]=[C:6]([C:9]#[N:10])C#N.[NH3:28].O.[CH3:30]O. No catalyst specified. The product is [CH3:26][O:25][C:22]1[CH:21]=[CH:20][C:19]([CH2:18][O:17][C:12]2[CH:13]=[CH:14][CH:15]=[CH:16][C:11]=2[C:3]2[N:10]=[CH:9][CH:6]=[CH:5][C:4]=2[C:30]#[N:28])=[CH:24][CH:23]=1. The yield is 0.0430.